Regression. Given two drug SMILES strings and cell line genomic features, predict the synergy score measuring deviation from expected non-interaction effect. From a dataset of NCI-60 drug combinations with 297,098 pairs across 59 cell lines. (1) Cell line: SF-295. Drug 2: C1=NC(=NC(=O)N1C2C(C(C(O2)CO)O)O)N. Synergy scores: CSS=60.1, Synergy_ZIP=2.98, Synergy_Bliss=3.21, Synergy_Loewe=0.698, Synergy_HSA=4.13. Drug 1: CC=C1C(=O)NC(C(=O)OC2CC(=O)NC(C(=O)NC(CSSCCC=C2)C(=O)N1)C(C)C)C(C)C. (2) Drug 1: CCC(=C(C1=CC=CC=C1)C2=CC=C(C=C2)OCCN(C)C)C3=CC=CC=C3.C(C(=O)O)C(CC(=O)O)(C(=O)O)O. Drug 2: CC1C(C(CC(O1)OC2CC(CC3=C2C(=C4C(=C3O)C(=O)C5=CC=CC=C5C4=O)O)(C(=O)C)O)N)O. Cell line: ACHN. Synergy scores: CSS=57.0, Synergy_ZIP=0.0546, Synergy_Bliss=-1.08, Synergy_Loewe=-21.0, Synergy_HSA=1.32. (3) Drug 1: CC1CCC2CC(C(=CC=CC=CC(CC(C(=O)C(C(C(=CC(C(=O)CC(OC(=O)C3CCCCN3C(=O)C(=O)C1(O2)O)C(C)CC4CCC(C(C4)OC)OCCO)C)C)O)OC)C)C)C)OC. Drug 2: CS(=O)(=O)CCNCC1=CC=C(O1)C2=CC3=C(C=C2)N=CN=C3NC4=CC(=C(C=C4)OCC5=CC(=CC=C5)F)Cl. Cell line: CAKI-1. Synergy scores: CSS=36.9, Synergy_ZIP=-8.08, Synergy_Bliss=-13.6, Synergy_Loewe=-24.8, Synergy_HSA=-14.5. (4) Cell line: OVCAR-5. Drug 1: CS(=O)(=O)OCCCCOS(=O)(=O)C. Synergy scores: CSS=13.0, Synergy_ZIP=-2.66, Synergy_Bliss=5.50, Synergy_Loewe=2.98, Synergy_HSA=5.09. Drug 2: COC1=C2C(=CC3=C1OC=C3)C=CC(=O)O2. (5) Synergy scores: CSS=3.05, Synergy_ZIP=1.02, Synergy_Bliss=2.95, Synergy_Loewe=-23.6, Synergy_HSA=1.00. Drug 1: CCC1(CC2CC(C3=C(CCN(C2)C1)C4=CC=CC=C4N3)(C5=C(C=C6C(=C5)C78CCN9C7C(C=CC9)(C(C(C8N6C)(C(=O)OC)O)OC(=O)C)CC)OC)C(=O)OC)O.OS(=O)(=O)O. Cell line: HCT116. Drug 2: C(CN)CNCCSP(=O)(O)O.